From a dataset of Catalyst prediction with 721,799 reactions and 888 catalyst types from USPTO. Predict which catalyst facilitates the given reaction. Reactant: [Cl:1][C:2]1[CH:7]=[C:6]([C:8]#[N:9])[CH:5]=[CH:4][N:3]=1.CO[C:12](=[O:20])[C:13]1[CH:18]=[CH:17][N:16]=[CH:15][C:14]=1[NH2:19].CCC([O-])(C)C.[K+]. Product: [Cl:1][C:2]1[CH:7]=[C:6]([C:8]2[N:9]=[C:12]([OH:20])[C:13]3[CH:18]=[CH:17][N:16]=[CH:15][C:14]=3[N:19]=2)[CH:5]=[CH:4][N:3]=1. The catalyst class is: 1.